This data is from Full USPTO retrosynthesis dataset with 1.9M reactions from patents (1976-2016). The task is: Predict the reactants needed to synthesize the given product. (1) Given the product [O:28]1[C:27]2[CH:26]=[CH:25][C:24]([NH:29][C:30]([S:31][CH3:14])=[C:11]([S:8]([C:5]3[CH:4]=[CH:3][C:2]([Cl:1])=[CH:7][CH:6]=3)(=[O:9])=[O:10])[C:12]#[N:13])=[CH:23][C:22]=2[O:21][CH2:20]1, predict the reactants needed to synthesize it. The reactants are: [Cl:1][C:2]1[CH:7]=[CH:6][C:5]([S:8]([CH2:11][C:12]#[N:13])(=[O:10])=[O:9])=[CH:4][CH:3]=1.[C:14](=O)([O-])[O-].[K+].[K+].[CH2:20]1[O:28][C:27]2[CH:26]=[CH:25][C:24]([N:29]=[C:30]=[S:31])=[CH:23][C:22]=2[O:21]1.CI.Cl. (2) Given the product [CH3:1][O:2][C:3](=[O:28])[C@@H:4]([NH:8][C:9]([C:22]1[CH:27]=[CH:26][CH:25]=[CH:24][CH:23]=1)([C:10]1[CH:15]=[CH:14][CH:13]=[CH:12][CH:11]=1)[C:16]1[CH:17]=[CH:18][CH:19]=[CH:20][CH:21]=1)[C@H:5]([NH:7][C:34]([O:33][C:30]([CH3:32])([CH3:31])[CH3:29])=[O:35])[CH3:6], predict the reactants needed to synthesize it. The reactants are: [CH3:1][O:2][C:3](=[O:28])[C@@H:4]([NH:8][C:9]([C:22]1[CH:27]=[CH:26][CH:25]=[CH:24][CH:23]=1)([C:16]1[CH:21]=[CH:20][CH:19]=[CH:18][CH:17]=1)[C:10]1[CH:15]=[CH:14][CH:13]=[CH:12][CH:11]=1)[C@H:5]([NH2:7])[CH3:6].[CH3:29][C:30]([O:33][C:34](O[C:34]([O:33][C:30]([CH3:32])([CH3:31])[CH3:29])=[O:35])=[O:35])([CH3:32])[CH3:31]. (3) Given the product [F:24][C:25]1[CH:33]=[CH:32][C:28]([C:29]([NH:13][C:10]2[CH:11]=[CH:12][C:4]3[CH2:3][C:2]([CH3:16])([CH3:1])[O:7][B:6]([OH:8])[C:5]=3[CH:9]=2)=[O:30])=[C:27]([C:34]([F:35])([F:36])[F:37])[CH:26]=1, predict the reactants needed to synthesize it. The reactants are: [CH3:1][C:2]1([CH3:16])[O:7][B:6]([OH:8])[C:5]2[CH:9]=[C:10]([N+:13]([O-])=O)[CH:11]=[CH:12][C:4]=2[CH2:3]1.C(N(CC)CC)C.[F:24][C:25]1[CH:33]=[CH:32][C:28]([C:29](Cl)=[O:30])=[C:27]([C:34]([F:37])([F:36])[F:35])[CH:26]=1. (4) Given the product [Br:1][C:2]1[N:6]=[CH:5][N:4]([C:20]2[CH:21]=[CH:22][CH:23]=[CH:24][N:19]=2)[N:3]=1, predict the reactants needed to synthesize it. The reactants are: [Br:1][C:2]1[N:6]=[CH:5][NH:4][N:3]=1.C[O-].[Na+].[O-]S(C(F)(F)F)(=O)=O.F[N+:19]1[CH:24]=[CH:23][CH:22]=[CH:21][CH:20]=1. (5) Given the product [NH3:1].[CH3:6][OH:7].[CH2:49]([Cl:51])[Cl:50].[ClH:50].[ClH:50].[N:1]1[C:6]2[O:7][CH2:8][CH2:9][O:10][C:5]=2[CH:4]=[C:3]([CH2:11][NH:12][CH:20]2[CH2:21][CH2:22][N:23]([CH2:26][CH:27]3[C:36]4[C:31]5=[C:32]([O:38][CH2:39][C:40](=[O:41])[N:30]5[CH2:29][CH2:28]3)[CH:33]=[CH:34][C:35]=4[F:37])[CH2:24][CH2:25]2)[N:2]=1, predict the reactants needed to synthesize it. The reactants are: [N:1]1[C:6]2[O:7][CH2:8][CH2:9][O:10][C:5]=2[CH:4]=[C:3]([CH2:11][N:12]([CH:20]2[CH2:25][CH2:24][N:23]([CH2:26][CH:27]3[C:36]4[C:31]5=[C:32]([O:38][CH2:39][C:40](=[O:41])[N:30]5[CH2:29][CH2:28]3)[CH:33]=[CH:34][C:35]=4[F:37])[CH2:22][CH2:21]2)C(=O)OC(C)(C)C)[N:2]=1.FC(F)(F)C(O)=O.[CH2:49]([Cl:51])[Cl:50]. (6) Given the product [F:1][CH2:2][C:3]1([CH2:20][F:21])[O:8][CH2:7][CH:6]([CH2:9][O:10][C:11]2[CH:16]=[CH:15][N:14]=[C:13]([CH2:18][OH:24])[C:12]=2[CH3:19])[CH2:5][O:4]1, predict the reactants needed to synthesize it. The reactants are: [F:1][CH2:2][C:3]1([CH2:20][F:21])[O:8][CH2:7][CH:6]([CH2:9][O:10][C:11]2[CH:16]=[CH:15][N+:14]([O-])=[C:13]([CH3:18])[C:12]=2[CH3:19])[CH2:5][O:4]1.C(OC(=O)C)(=[O:24])C.